Dataset: Full USPTO retrosynthesis dataset with 1.9M reactions from patents (1976-2016). Task: Predict the reactants needed to synthesize the given product. (1) The reactants are: [CH2:1]([O:3][P:4]([CH2:9][C:10]1[CH:15]=[CH:14][CH:13]=[C:12]([N+:16]([O-])=O)[CH:11]=1)(=[O:8])[O:5][CH2:6][CH3:7])[CH3:2]. Given the product [CH2:6]([O:5][P:4]([CH2:9][C:10]1[CH:15]=[CH:14][CH:13]=[C:12]([NH2:16])[CH:11]=1)(=[O:8])[O:3][CH2:1][CH3:2])[CH3:7], predict the reactants needed to synthesize it. (2) Given the product [CH3:1][O:2][C:3](/[C:5](=[CH:10]/[C:11]1[CH:16]=[CH:15][CH:14]=[C:13]([NH2:17])[CH:12]=1)/[CH2:6][C:7]([OH:9])=[O:8])=[O:4], predict the reactants needed to synthesize it. The reactants are: [CH3:1][O:2][C:3](/[C:5](=[CH:10]/[C:11]1[CH:16]=[CH:15][CH:14]=[C:13]([N+:17]([O-])=O)[CH:12]=1)/[CH2:6][C:7]([OH:9])=[O:8])=[O:4].C(O)(=O)C. (3) Given the product [ClH:25].[Br:19][C:20]1[CH:27]=[CH:26][C:23]([CH2:24][O:16][C:11]2[CH:12]=[C:13]3[C:8](=[CH:9][CH:10]=2)[CH2:7][CH:6]([CH2:5][CH2:4][N:2]([CH3:3])[CH3:1])[CH2:15][CH2:14]3)=[CH:22][CH:21]=1, predict the reactants needed to synthesize it. The reactants are: [CH3:1][N:2]([CH2:4][CH2:5][CH:6]1[CH2:15][CH2:14][C:13]2[C:8](=[CH:9][CH:10]=[C:11]([OH:16])[CH:12]=2)[CH2:7]1)[CH3:3].[H-].[Na+].[Br:19][C:20]1[CH:27]=[CH:26][C:23]([CH2:24][Cl:25])=[CH:22][CH:21]=1. (4) Given the product [Cl:12][C:13]1[CH:14]=[C:15]([CH2:28][C:29]([O:31][CH3:32])=[O:30])[CH:16]=[CH:17][C:18]=1[B:19]([OH:20])[OH:23], predict the reactants needed to synthesize it. The reactants are: I([O-])(=O)(=O)=O.[Na+].C([O-])(=O)C.[NH4+].[Cl:12][C:13]1[CH:14]=[C:15]([CH2:28][C:29]([O:31][CH3:32])=[O:30])[CH:16]=[CH:17][C:18]=1[B:19]1[O:23]C(C)(C)C(C)(C)[O:20]1. (5) Given the product [Br:1][C:2]1[CH:3]=[CH:4][C:5]2[N:6]([CH:8]=[CH:9][N:10]=2)[CH:7]=1.[NH2:10][C:5]1[CH:4]=[CH:3][C:2]([Br:1])=[CH:7][N:6]=1, predict the reactants needed to synthesize it. The reactants are: [Br:1][C:2]1[CH:3]=[CH:4][C:5]2[N:6]([CH:8]=[CH:9][N:10]=2)[CH:7]=1.C(OC(OCC)CBr)C. (6) Given the product [NH2:21][C:18]1[CH:19]=[CH:20][C:15]([CH2:14][N:13]2[C:6]3=[N:7][C:8]([CH3:12])=[CH:9][C:10]([CH3:11])=[C:5]3[N:4]=[C:3]2[CH2:1][CH3:2])=[CH:16][CH:17]=1, predict the reactants needed to synthesize it. The reactants are: [CH2:1]([C:3]1[N:13]([CH2:14][C:15]2[CH:20]=[CH:19][C:18]([N+:21]([O-])=O)=[CH:17][CH:16]=2)[C:6]2=[N:7][C:8]([CH3:12])=[CH:9][C:10]([CH3:11])=[C:5]2[N:4]=1)[CH3:2].C([O-])=O.[NH4+].